This data is from Experimentally validated miRNA-target interactions with 360,000+ pairs, plus equal number of negative samples. The task is: Binary Classification. Given a miRNA mature sequence and a target amino acid sequence, predict their likelihood of interaction. (1) The miRNA is hsa-miR-4754 with sequence AUGCGGACCUGGGUUAGCGGAGU. The protein sequence of the target gene is MEATAKFDFMASGEDELSFRTGDILKILSNQEEWLKAELGSQEGYVPKNFIDIEFPEWFHEGLSRHQAENLLMGKDIGFFIIRASQSSPGDFSISVRHEDDVQHFKVMRDTKGNYFLWTEKFPSLNKLVDYYRTTSISKQKQVFLRDGTQDQGHRGNSLDRRSQGGPHPSGTVGEEIRPSVNRKLSDHLPLGPQQFHPHQQPSPQFTPGPQPPQQQRYLQHFHQDRRGGSLDINDGHCGLGSEVNATLMHRRHTDPVQLQAAGRVRWARALYDFEALEEDELGFRSGEVVEVLDSSNPSW.... Result: 0 (no interaction). (2) The protein sequence of the target gene is MSEQSICQARAAVMVYDDANKKWVPAGGSTGFSRVHIYHHTGNNTFRVVGRKIQDHQVVINCAIPKGLKYNQATQTFHQWRDARQVYGLNFGSKEDANVFASAMMHALEVLNSQEAAQSKVTATQDSTNLRCIFCGPTLPRQNSQLPAQVQNGPSQEELEIQRRQLQEQQRQKELERERMERERLERERLERERLERERLEQEQLERQRQEREHVERLERERLERLERERQERERERLEQLEREQVEWERERRMSNAAPSSDSSLSSAPLPEYSSCQPPSAPPPSYAKVISAPVSDATPD.... Result: 0 (no interaction). The miRNA is hsa-miR-101-5p with sequence CAGUUAUCACAGUGCUGAUGCU. (3) The miRNA is hsa-miR-1910-3p with sequence GAGGCAGAAGCAGGAUGACA. The protein sequence of the target gene is MAMSLLQDWCRSLDVDAHRALLVTGIPEGLEQADVEAVLQPTLLPLGTFRLRHMKALMNEKAQAALVEFVEDVNHAAIPREIPGKDGVWRVLWKDRAQDTRVLRQMRRLLLDDGPTQAAEAGTPGEAPTPPASETQAQDSGEVTGQAGSLLGAARNPRRGRRGRRNRTRRNRLTQKGKKRSRGGRPSAPARSEAEDSSDESLGIVIEEIDQGDLSGEEDQSALYATLQAAARELVRQWAPCNSEGEEDGPREFLALVTVTDKSKKEEAEKEPAGAESIRLNTKEDKNGVPDLVALLAVRD.... Result: 1 (interaction).